This data is from Full USPTO retrosynthesis dataset with 1.9M reactions from patents (1976-2016). The task is: Predict the reactants needed to synthesize the given product. (1) Given the product [CH2:1]([N:3]1[CH:7]=[C:6]([C:8]2[CH:13]=[CH:12][N:11]=[C:10]3[NH:14][C:15]([C:17]4[CH:18]=[CH:19][C:20]([CH2:23][N:24]5[CH2:28][CH2:27][CH2:26][CH2:25]5)=[CH:21][CH:22]=4)=[CH:16][C:9]=23)[C:5]([C:29]2[CH:30]=[CH:31][C:32]([NH:33][C:38](=[O:39])[CH:37]([CH3:41])[CH3:36])=[CH:34][CH:35]=2)=[N:4]1)[CH3:2], predict the reactants needed to synthesize it. The reactants are: [CH2:1]([N:3]1[CH:7]=[C:6]([C:8]2[CH:13]=[CH:12][N:11]=[C:10]3[NH:14][C:15]([C:17]4[CH:22]=[CH:21][C:20]([CH2:23][N:24]5[CH2:28][CH2:27][CH2:26][CH2:25]5)=[CH:19][CH:18]=4)=[CH:16][C:9]=23)[C:5]([C:29]2[CH:35]=[CH:34][C:32]([NH2:33])=[CH:31][CH:30]=2)=[N:4]1)[CH3:2].[CH3:36][CH:37]([CH3:41])[C:38](Cl)=[O:39]. (2) Given the product [N:1]1[N:2]([C:6]2[CH:23]=[CH:22][CH:21]=[CH:20][C:7]=2[C:8]([N:10]2[C@H:15]([CH3:16])[CH2:14][CH2:13][C@@H:12]([C:17](=[O:19])[CH2:18][Br:24])[CH2:11]2)=[O:9])[N:3]=[CH:4][CH:5]=1, predict the reactants needed to synthesize it. The reactants are: [N:1]1[N:2]([C:6]2[CH:23]=[CH:22][CH:21]=[CH:20][C:7]=2[C:8]([N:10]2[C@H:15]([CH3:16])[CH2:14][CH2:13][C@@H:12]([C:17](=[O:19])[CH3:18])[CH2:11]2)=[O:9])[N:3]=[CH:4][CH:5]=1.[Br:24]Br.O.